Regression/Classification. Given a drug SMILES string, predict its toxicity properties. Task type varies by dataset: regression for continuous values (e.g., LD50, hERG inhibition percentage) or binary classification for toxic/non-toxic outcomes (e.g., AMES mutagenicity, cardiotoxicity, hepatotoxicity). Dataset: herg_karim. From a dataset of hERG potassium channel inhibition data for cardiac toxicity prediction from Karim et al.. (1) The drug is COc1ccc(Cl)cc1C(=O)NCCc1ccc(S(=O)([O-])=NC(=O)NC2CCCCC2)cc1. The result is 0 (non-blocker). (2) The molecule is CNC(=O)c1cc(Oc2ccc3nc(NC(=O)Nc4ccc(Cl)cc4Cl)sc3c2)ccn1. The result is 0 (non-blocker).